From a dataset of NCI-60 drug combinations with 297,098 pairs across 59 cell lines. Regression. Given two drug SMILES strings and cell line genomic features, predict the synergy score measuring deviation from expected non-interaction effect. (1) Drug 1: CC1CCC2CC(C(=CC=CC=CC(CC(C(=O)C(C(C(=CC(C(=O)CC(OC(=O)C3CCCCN3C(=O)C(=O)C1(O2)O)C(C)CC4CCC(C(C4)OC)OCCO)C)C)O)OC)C)C)C)OC. Drug 2: C1CN(CCN1C(=O)CCBr)C(=O)CCBr. Cell line: HOP-62. Synergy scores: CSS=24.3, Synergy_ZIP=-0.718, Synergy_Bliss=3.63, Synergy_Loewe=-0.931, Synergy_HSA=3.41. (2) Drug 1: CN(CC1=CN=C2C(=N1)C(=NC(=N2)N)N)C3=CC=C(C=C3)C(=O)NC(CCC(=O)O)C(=O)O. Drug 2: C(CCl)NC(=O)N(CCCl)N=O. Cell line: MCF7. Synergy scores: CSS=15.4, Synergy_ZIP=-3.80, Synergy_Bliss=1.61, Synergy_Loewe=-29.8, Synergy_HSA=-5.44. (3) Drug 1: C1=NC2=C(N=C(N=C2N1C3C(C(C(O3)CO)O)O)F)N. Drug 2: C1=CN(C=N1)CC(O)(P(=O)(O)O)P(=O)(O)O. Cell line: CAKI-1. Synergy scores: CSS=34.7, Synergy_ZIP=-10.5, Synergy_Bliss=-8.86, Synergy_Loewe=-10.1, Synergy_HSA=-6.04. (4) Drug 1: CNC(=O)C1=CC=CC=C1SC2=CC3=C(C=C2)C(=NN3)C=CC4=CC=CC=N4. Drug 2: C1C(C(OC1N2C=NC(=NC2=O)N)CO)O. Cell line: SF-268. Synergy scores: CSS=0.685, Synergy_ZIP=0.541, Synergy_Bliss=-2.31, Synergy_Loewe=-7.84, Synergy_HSA=-7.20. (5) Drug 1: C1=CC(=CC=C1CC(C(=O)O)N)N(CCCl)CCCl.Cl. Drug 2: C1CC(=O)NC(=O)C1N2C(=O)C3=CC=CC=C3C2=O. Cell line: OVCAR-8. Synergy scores: CSS=22.1, Synergy_ZIP=-3.67, Synergy_Bliss=2.25, Synergy_Loewe=-0.420, Synergy_HSA=-0.465. (6) Drug 1: C1CNP(=O)(OC1)N(CCCl)CCCl. Drug 2: B(C(CC(C)C)NC(=O)C(CC1=CC=CC=C1)NC(=O)C2=NC=CN=C2)(O)O. Cell line: SK-MEL-5. Synergy scores: CSS=67.4, Synergy_ZIP=-6.54, Synergy_Bliss=-8.72, Synergy_Loewe=-38.2, Synergy_HSA=-5.87.